This data is from Catalyst prediction with 721,799 reactions and 888 catalyst types from USPTO. The task is: Predict which catalyst facilitates the given reaction. (1) Reactant: [OH-].[Na+].C[O:4][C:5]([C:7]1[N:11]=[C:10]([C:12]2[CH:17]=[CH:16][CH:15]=[CH:14][N:13]=2)[N:9]([C:18]2[CH:19]=[N:20][C:21]([O:24][CH3:25])=[CH:22][CH:23]=2)[N:8]=1)=[O:6].Cl. Product: [CH3:25][O:24][C:21]1[N:20]=[CH:19][C:18]([N:9]2[C:10]([C:12]3[CH:17]=[CH:16][CH:15]=[CH:14][N:13]=3)=[N:11][C:7]([C:5]([OH:6])=[O:4])=[N:8]2)=[CH:23][CH:22]=1. The catalyst class is: 5. (2) Reactant: [Cl:1][C:2]1[CH:7]=[CH:6][C:5]([OH:8])=[CH:4][CH:3]=1.C(=O)([O-])[O-].[K+].[K+].Br[CH2:16][CH:17]([O:21][CH2:22][CH3:23])[O:18][CH2:19][CH3:20]. Product: [Cl:1][C:2]1[CH:7]=[CH:6][C:5]([O:8][CH2:16][CH:17]([O:21][CH2:22][CH3:23])[O:18][CH2:19][CH3:20])=[CH:4][CH:3]=1. The catalyst class is: 3. (3) Reactant: [F:1][C:2]1[C:11]2[CH2:10][N:9]([C@H:12]([CH:16]([CH3:18])[CH3:17])[C:13](O)=[O:14])[C:8](=[O:19])[C:7]3=[CH:20][NH:21][C:5]([C:6]=23)=[N:4][CH:3]=1.[F:22][C:23]1([F:29])[CH2:27][CH2:26][CH:25]([NH2:28])[CH2:24]1.C1C=CC2N(O)N=NC=2C=1.C(Cl)CCl. Product: [F:22][C:23]1([F:29])[CH2:27][CH2:26][CH:25]([NH:28][C:13](=[O:14])[C@H:12]([N:9]2[C:8](=[O:19])[C:7]3=[CH:20][NH:21][C:5]4[C:6]3=[C:11]([C:2]([F:1])=[CH:3][N:4]=4)[CH2:10]2)[CH:16]([CH3:17])[CH3:18])[CH2:24]1. The catalyst class is: 456. (4) Product: [CH3:36][C:35]([CH3:38])([CH3:37])[C:34]([O:40][CH2:41][O:21][C:20]([C:16]1[N:17]2[CH:12]([S:13][CH2:14][C:15]=1[S:23][C:24]1[S:25][C:26]([NH2:29])=[N:27][N:28]=1)[C@H:11]([NH:10][C:8](=[O:9])[C:7]([C:5]1[N:6]=[C:2]([NH2:1])[S:3][C:4]=1[Cl:32])=[N:30][OH:31])[C:18]2=[O:19])=[O:22])=[O:39]. The catalyst class is: 3. Reactant: [NH2:1][C:2]1[S:3][C:4]([Cl:32])=[C:5]([C:7](=[N:30][OH:31])[C:8]([NH:10][C@@H:11]2[C:18](=[O:19])[N:17]3[CH:12]2[S:13][CH2:14][C:15]([S:23][C:24]2[S:25][C:26]([NH2:29])=[N:27][N:28]=2)=[C:16]3[C:20]([OH:22])=[O:21])=[O:9])[N:6]=1.[Na].[C:34]([O:40][CH2:41]I)(=[O:39])[C:35]([CH3:38])([CH3:37])[CH3:36].O. (5) Reactant: [CH3:1][N:2]1[CH:6]=[C:5]([C:7]2[CH:13]=[CH:12][C:10]([NH2:11])=[CH:9][CH:8]=2)[CH:4]=[N:3]1.[H-].[Na+].I[CH3:17]. Product: [CH3:17][NH:11][C:10]1[CH:12]=[CH:13][C:7]([C:5]2[CH:4]=[N:3][N:2]([CH3:1])[CH:6]=2)=[CH:8][CH:9]=1. The catalyst class is: 1. (6) Reactant: [N:1]1[CH:6]=[CH:5][CH:4]=[C:3]([CH:7]=O)[CH:2]=1.[NH2:9][NH2:10]. Product: [N:1]1[CH:6]=[CH:5][CH:4]=[C:3]([CH2:7][NH:9][NH2:10])[CH:2]=1. The catalyst class is: 5. (7) Reactant: [C:1]([O:5][C:6]([NH:8][C@@H:9]([CH2:14][NH:15][C:16](=[O:26])[CH2:17][NH:18][C:19]1[S:20][C:21]([CH:24]=[O:25])=[CH:22][N:23]=1)[C:10]([O:12]C)=[O:11])=[O:7])([CH3:4])([CH3:3])[CH3:2].C[Sn](C)(C)O. Product: [C:1]([O:5][C:6]([NH:8][C@@H:9]([CH2:14][NH:15][C:16](=[O:26])[CH2:17][NH:18][C:19]1[S:20][C:21]([CH:24]=[O:25])=[CH:22][N:23]=1)[C:10]([OH:12])=[O:11])=[O:7])([CH3:4])([CH3:2])[CH3:3]. The catalyst class is: 26.